This data is from Catalyst prediction with 721,799 reactions and 888 catalyst types from USPTO. The task is: Predict which catalyst facilitates the given reaction. (1) Reactant: [CH2:1]([C:3]1[CH:23]=[CH:22][C:6]([O:7][C:8]2[CH:13]=[CH:12][C:11]([N:14]3[C:18](=[O:19])[CH2:17][CH2:16][C:15]3=[O:20])=[CH:10][C:9]=2[F:21])=[C:5]([O:24][CH3:25])[CH:4]=1)[CH3:2].CO.[BH4-].[Na+]. Product: [CH2:1]([C:3]1[CH:23]=[CH:22][C:6]([O:7][C:8]2[CH:13]=[CH:12][C:11]([NH:14][C:15](=[O:20])[CH2:16][CH2:17][CH2:18][OH:19])=[CH:10][C:9]=2[F:21])=[C:5]([O:24][CH3:25])[CH:4]=1)[CH3:2]. The catalyst class is: 10. (2) Reactant: [CH3:1][C:2]1[CH:10]=[CH:9][C:8]2[NH:7][C:6]3[CH2:11][CH2:12][N:13]([CH2:15][CH2:16][CH2:17][OH:18])[CH2:14][C:5]=3[C:4]=2[CH:3]=1.P([O-])([O-])([O-])=O.[K+].[K+].[K+].N1CCC[C@H]1C(O)=O.Br[CH:36]=[C:37]([C:39]1[CH:44]=[CH:43][N:42]=[CH:41][CH:40]=1)[CH3:38]. Product: [CH3:1][C:2]1[CH:10]=[CH:9][C:8]2[N:7](/[CH:36]=[C:37](/[C:39]3[CH:44]=[CH:43][N:42]=[CH:41][CH:40]=3)\[CH3:38])[C:6]3[CH2:11][CH2:12][N:13]([CH2:15][CH2:16][CH2:17][OH:18])[CH2:14][C:5]=3[C:4]=2[CH:3]=1. The catalyst class is: 122. (3) Reactant: [N:1]1[N:2]=[C:3]([C:10]2[CH:19]=[CH:18][C:17]3[C:12](=[C:13]([OH:21])[CH:14]=[C:15](F)[CH:16]=3)[N:11]=2)[N:4]2[CH:9]=[CH:8][CH:7]=[CH:6][C:5]=12.C(=O)([O-])[O-].[Cs+].[Cs+].[O:28]1[C:30]2([CH2:36][CH2:35][CH2:34][N:33]([C:37]([O:39][C:40]([CH3:43])([CH3:42])[CH3:41])=[O:38])[CH2:32][CH2:31]2)[CH2:29]1. Product: [N:1]1[N:2]=[C:3]([C:10]2[CH:19]=[CH:18][C:17]3[C:12](=[C:13]([O:21][CH2:29][C:30]4([OH:28])[CH2:36][CH2:35][CH2:34][N:33]([C:37]([O:39][C:40]([CH3:43])([CH3:42])[CH3:41])=[O:38])[CH2:32][CH2:31]4)[CH:14]=[CH:15][CH:16]=3)[N:11]=2)[N:4]2[CH:9]=[CH:8][CH:7]=[CH:6][C:5]=12. The catalyst class is: 3.